From a dataset of Reaction yield outcomes from USPTO patents with 853,638 reactions. Predict the reaction yield, written as a fraction of the theoretical maximum amount of product (1.0 means a 100% yield; for example, 0.34 means a 34% yield). (1) The reactants are [NH2:1][C:2]([NH2:4])=[O:3].O=[C:6]1[CH:10]([C:11]2[CH:12]=[N:13][C:14]([C:17]([F:20])([F:19])[F:18])=[CH:15][CH:16]=2)[CH2:9][CH2:8][CH:7]1[C:21](OCC)=[O:22].O. The catalyst is CO. The product is [F:19][C:17]([F:18])([F:20])[C:14]1[N:13]=[CH:12][C:11]([CH:10]2[C:6]3[N:1]=[C:2]([OH:3])[N:4]=[C:21]([OH:22])[C:7]=3[CH2:8][CH2:9]2)=[CH:16][CH:15]=1. The yield is 0.451. (2) The reactants are Cl.[NH2:2][CH2:3][C:4]#[N:5].C(=O)([O-])[O-].[K+].[K+].O.Cl[C:14]([O:16][CH2:17][C:18]1[CH:23]=[CH:22][CH:21]=[CH:20][CH:19]=1)=[O:15]. The catalyst is C1COCC1.CCOC(C)=O. The product is [C:4]([CH2:3][NH:2][C:14](=[O:15])[O:16][CH2:17][C:18]1[CH:23]=[CH:22][CH:21]=[CH:20][CH:19]=1)#[N:5]. The yield is 0.920. (3) The reactants are [C:1]([C:5]1[N:6]([CH3:17])[C:7]2[C:12]([CH:13]=1)=[CH:11][C:10]([N+:14]([O-])=O)=[CH:9][CH:8]=2)([CH3:4])([CH3:3])[CH3:2]. The catalyst is CO.[Ni]. The product is [C:1]([C:5]1[N:6]([CH3:17])[C:7]2[C:12]([CH:13]=1)=[CH:11][C:10]([NH2:14])=[CH:9][CH:8]=2)([CH3:4])([CH3:2])[CH3:3]. The yield is 0.660. (4) The reactants are [C:1]1([CH3:7])[CH:6]=[CH:5][CH:4]=[CH:3][CH:2]=1.[C:8]([O:12]OC(C)(C)C)(C)(C)C.[C]=O.[CH2:20]([OH:24])[CH2:21][CH2:22][CH3:23]. No catalyst specified. The product is [C:1]1([CH2:7][C:8]([O:24][CH2:20][CH2:21][CH2:22][CH3:23])=[O:12])[CH:6]=[CH:5][CH:4]=[CH:3][CH:2]=1. The yield is 0.680.